This data is from Catalyst prediction with 721,799 reactions and 888 catalyst types from USPTO. The task is: Predict which catalyst facilitates the given reaction. (1) Reactant: [CH3:1][N:2]1[CH:6]=[C:5]([C:7]2[C:11]([CH3:12])=[C:10]([NH2:13])[N:9]([C:14]3[CH:19]=[CH:18][CH:17]=[CH:16][CH:15]=3)[N:8]=2)[CH:4]=[N:3]1.[OH-].[Na+].[C:22](Cl)(=[O:30])[O:23][C:24]1[CH:29]=[CH:28][CH:27]=[CH:26][CH:25]=1. Product: [CH3:1][N:2]1[CH:6]=[C:5]([C:7]2[C:11]([CH3:12])=[C:10]([NH:13][C:22](=[O:30])[O:23][C:24]3[CH:29]=[CH:28][CH:27]=[CH:26][CH:25]=3)[N:9]([C:14]3[CH:19]=[CH:18][CH:17]=[CH:16][CH:15]=3)[N:8]=2)[CH:4]=[N:3]1. The catalyst class is: 25. (2) Reactant: Cl.[NH2:2][OH:3].C[O-].[Na+].[CH3:7][O:8][CH:9]([O:18][CH3:19])[C:10]1[CH:17]=[CH:16][C:13]([C:14]#[N:15])=[CH:12][CH:11]=1. Product: [CH3:7][O:8][CH:9]([O:18][CH3:19])[C:10]1[CH:17]=[CH:16][C:13]([C:14](=[N:2][OH:3])[NH2:15])=[CH:12][CH:11]=1. The catalyst class is: 5. (3) Reactant: [F:1][C:2]([F:47])([F:46])[C:3]1[CH:4]=[C:5]([CH:39]=[C:40]([C:42]([F:45])([F:44])[F:43])[CH:41]=1)[CH2:6][N:7]([CH2:25][C:26]1[CH:31]=[C:30]([C:32]([F:35])([F:34])[F:33])[CH:29]=[CH:28][C:27]=1[O:36][CH2:37][CH3:38])[C:8]1[N:13]=[CH:12][C:11]([N:14]2[CH2:19][CH2:18][CH:17]([C:20]([O:22]CC)=[O:21])[CH2:16][CH2:15]2)=[CH:10][N:9]=1.[OH-].[Na+].Cl.C(OCC)(=O)C. Product: [F:47][C:2]([F:1])([F:46])[C:3]1[CH:4]=[C:5]([CH:39]=[C:40]([C:42]([F:45])([F:44])[F:43])[CH:41]=1)[CH2:6][N:7]([CH2:25][C:26]1[CH:31]=[C:30]([C:32]([F:34])([F:35])[F:33])[CH:29]=[CH:28][C:27]=1[O:36][CH2:37][CH3:38])[C:8]1[N:13]=[CH:12][C:11]([N:14]2[CH2:19][CH2:18][CH:17]([C:20]([OH:22])=[O:21])[CH2:16][CH2:15]2)=[CH:10][N:9]=1. The catalyst class is: 8. (4) Reactant: C([O:5][C:6]1[C:15]2[C:10](=[CH:11][CH:12]=[CH:13][CH:14]=2)[N:9]=[C:8]([C:16]2[CH:21]=[CH:20][CH:19]=[CH:18][C:17]=2[O:22][CH3:23])[CH:7]=1)(C)(C)C.[C:24]1([CH3:34])[CH:29]=[CH:28][C:27]([S:30]([OH:33])(=[O:32])=[O:31])=[CH:26][CH:25]=1. Product: [C:24]1([CH3:34])[CH:25]=[CH:26][C:27]([S:30]([OH:33])(=[O:31])=[O:32])=[CH:28][CH:29]=1.[CH3:23][O:22][C:17]1[CH:18]=[CH:19][CH:20]=[CH:21][C:16]=1[C:8]1[CH:7]=[C:6]([OH:5])[C:15]2[C:10](=[CH:11][CH:12]=[CH:13][CH:14]=2)[N:9]=1. The catalyst class is: 7.